Dataset: Full USPTO retrosynthesis dataset with 1.9M reactions from patents (1976-2016). Task: Predict the reactants needed to synthesize the given product. (1) Given the product [NH:39]1[C:47]2=[N:46][CH:45]=[CH:44][CH:43]=[C:42]2[C:41]([CH:48]=[C:7]2[O:6][C:5]([NH:38][CH:35]3[CH2:37][CH2:36]3)=[C:9]([C:10]([O:12][CH:13]([CH3:14])[CH3:15])=[O:11])[C:8]2=[O:16])=[CH:40]1, predict the reactants needed to synthesize it. The reactants are: C(O[C:5]1[O:6][CH2:7][C:8](=[O:16])[C:9]=1[C:10]([O:12][CH:13]([CH3:15])[CH3:14])=[O:11])(C)C.C(OC(C)C)(=O)CC(OC(C)C)=O.ClCC(Cl)=O.[CH:35]1([NH2:38])[CH2:37][CH2:36]1.[NH:39]1[C:47]2[C:42](=[CH:43][CH:44]=[CH:45][N:46]=2)[C:41]([CH:48]=O)=[CH:40]1.N1CCCCC1. (2) The reactants are: [C:1]([CH2:3][C:4]([NH:6][CH:7]([C:11]1[CH:16]=[CH:15][C:14]([O:17][CH2:18][CH2:19][N:20]([CH2:23][CH3:24])[CH2:21][CH3:22])=[CH:13][CH:12]=1)[CH2:8][CH2:9][CH3:10])=[O:5])#[N:2].NCCC(O)=O.O.[Br:32][C:33]1[N:38]=[C:37]([CH:39]=O)[CH:36]=[CH:35][CH:34]=1. Given the product [Br:32][C:33]1[N:38]=[C:37](/[CH:39]=[C:3](\[C:1]#[N:2])/[C:4]([NH:6][CH:7]([C:11]2[CH:12]=[CH:13][C:14]([O:17][CH2:18][CH2:19][N:20]([CH2:23][CH3:24])[CH2:21][CH3:22])=[CH:15][CH:16]=2)[CH2:8][CH2:9][CH3:10])=[O:5])[CH:36]=[CH:35][CH:34]=1, predict the reactants needed to synthesize it. (3) The reactants are: Cl[C:2]1[N:7]=[C:6]([N:8]([CH3:18])[C:9]2[CH:10]=[C:11]([CH2:16][OH:17])[CH:12]=[CH:13][C:14]=2[CH3:15])[CH:5]=[CH:4][N:3]=1.[N:19]1([C:25]2[CH:26]=[C:27]([CH:29]=[C:30]([N:32]3[CH2:37][CH2:36][O:35][CH2:34][CH2:33]3)[CH:31]=2)[NH2:28])[CH2:24][CH2:23][O:22][CH2:21][CH2:20]1.Cl. Given the product [N:19]1([C:25]2[CH:26]=[C:27]([NH:28][C:2]3[N:7]=[C:6]([N:8]([CH3:18])[C:9]4[CH:10]=[C:11]([CH2:16][OH:17])[CH:12]=[CH:13][C:14]=4[CH3:15])[CH:5]=[CH:4][N:3]=3)[CH:29]=[C:30]([N:32]3[CH2:33][CH2:34][O:35][CH2:36][CH2:37]3)[CH:31]=2)[CH2:24][CH2:23][O:22][CH2:21][CH2:20]1, predict the reactants needed to synthesize it. (4) Given the product [Br:11][C:9]1[N:10]=[C:6]([C:4]([NH2:1])=[O:3])[N:7]([CH3:12])[CH:8]=1, predict the reactants needed to synthesize it. The reactants are: [NH3:1].C[O:3][C:4]([C:6]1[N:7]([CH3:12])[CH:8]=[C:9]([Br:11])[N:10]=1)=O. (5) The reactants are: [CH:1]1([CH2:4][N:5]2[C:10](=[O:11])[C:9]([CH2:12][O:13][S:14]([CH3:17])(=[O:16])=[O:15])=[CH:8][C:7]([C:18]3[CH:23]=[CH:22][C:21]([S:24][CH3:25])=[CH:20][CH:19]=3)=[N:6]2)[CH2:3][CH2:2]1.ClC1C=CC=C(C(OO)=[O:34])C=1.S([O-])(O)=O.[Na+]. Given the product [CH:1]1([CH2:4][N:5]2[C:10](=[O:11])[C:9]([CH2:12][O:13][S:14]([CH3:17])(=[O:16])=[O:15])=[CH:8][C:7]([C:18]3[CH:23]=[CH:22][C:21]([S:24]([CH3:25])=[O:34])=[CH:20][CH:19]=3)=[N:6]2)[CH2:3][CH2:2]1, predict the reactants needed to synthesize it. (6) Given the product [CH3:37][NH:38][C:25]([C:24]1[CH:23]=[C:22]2[C:17]([CH:18]=[CH:19][C:20]([C:28]([F:29])([F:30])[F:31])=[N:21]2)=[C:16]([CH3:32])[C:15]=1[NH:14][C:13]([C:12]1[N:8]([C:3]2[C:2]([Cl:1])=[CH:7][CH:6]=[CH:5][N:4]=2)[N:9]=[C:10]([C:33]([F:34])([F:36])[F:35])[CH:11]=1)=[O:26])=[O:27], predict the reactants needed to synthesize it. The reactants are: [Cl:1][C:2]1[C:3]([N:8]2[C:12]([C:13]3[O:26][C:25](=[O:27])[C:24]4[C:15](=[C:16]([CH3:32])[C:17]5[C:22]([CH:23]=4)=[N:21][C:20]([C:28]([F:31])([F:30])[F:29])=[CH:19][CH:18]=5)[N:14]=3)=[CH:11][C:10]([C:33]([F:36])([F:35])[F:34])=[N:9]2)=[N:4][CH:5]=[CH:6][CH:7]=1.[CH3:37][NH2:38].CCCCCC.C(OCC)(=O)C.